From a dataset of Full USPTO retrosynthesis dataset with 1.9M reactions from patents (1976-2016). Predict the reactants needed to synthesize the given product. (1) Given the product [O:16]([C:13]1[CH:12]=[CH:11][C:10]([C:9]2[N:8]=[C:7]([CH:23]3[CH2:28][CH2:27][NH:26][CH2:25][CH2:24]3)[CH:6]=[CH:5][C:4]=2[C:1]([NH2:2])=[O:3])=[CH:15][CH:14]=1)[C:17]1[CH:22]=[CH:21][CH:20]=[CH:19][CH:18]=1, predict the reactants needed to synthesize it. The reactants are: [C:1]([C:4]1[CH:5]=[CH:6][C:7]([CH:23]2[CH2:28][CH2:27][N:26](C(OC(C)(C)C)=O)[CH2:25][CH2:24]2)=[N:8][C:9]=1[C:10]1[CH:15]=[CH:14][C:13]([O:16][C:17]2[CH:22]=[CH:21][CH:20]=[CH:19][CH:18]=2)=[CH:12][CH:11]=1)(=[O:3])[NH2:2].C(O)(C(F)(F)F)=O. (2) Given the product [F:21][C:6]1([C:4]([OH:5])=[O:3])[CH2:11][CH2:10][CH2:9][N:8]([C:12](=[O:20])[C:13]2[CH:14]=[CH:15][C:16]([F:19])=[CH:17][CH:18]=2)[CH2:7]1, predict the reactants needed to synthesize it. The reactants are: C([O:3][C:4]([C:6]1([F:21])[CH2:11][CH2:10][CH2:9][N:8]([C:12](=[O:20])[C:13]2[CH:18]=[CH:17][C:16]([F:19])=[CH:15][CH:14]=2)[CH2:7]1)=[O:5])C.[OH-].[Na+].